Dataset: Reaction yield outcomes from USPTO patents with 853,638 reactions. Task: Predict the reaction yield, written as a fraction of the theoretical maximum amount of product (1.0 means a 100% yield; for example, 0.34 means a 34% yield). (1) The reactants are [CH2:1]([C:5]1([CH2:27][CH2:28][CH2:29][CH3:30])[CH2:11][N:10]([C:12]2[CH:17]=[CH:16][C:15]([O:18][CH3:19])=[CH:14][CH:13]=2)[C:9]2[CH:20]=[C:21](F)[CH:22]=[CH:23][C:8]=2[S:7](=[O:26])(=[O:25])[CH2:6]1)[CH2:2][CH2:3][CH3:4].[CH3:31][NH:32][CH3:33]. The catalyst is C1COCC1. The product is [CH2:1]([C:5]1([CH2:27][CH2:28][CH2:29][CH3:30])[CH2:11][N:10]([C:12]2[CH:17]=[CH:16][C:15]([O:18][CH3:19])=[CH:14][CH:13]=2)[C:9]2[CH:20]=[C:21]([N:32]([CH3:33])[CH3:31])[CH:22]=[CH:23][C:8]=2[S:7](=[O:26])(=[O:25])[CH2:6]1)[CH2:2][CH2:3][CH3:4]. The yield is 0.280. (2) The reactants are [NH2:1][C@H:2]1[CH2:7][CH2:6][C@H:5]([OH:8])[CH2:4][CH2:3]1.[CH2:9]=[C:10]1[O:14][C:12](=[O:13])[CH2:11]1. The catalyst is O1CCCC1. The product is [OH:8][C@H:5]1[CH2:6][CH2:7][C@H:2]([NH:1][C:12](=[O:13])[CH2:11][C:10](=[O:14])[CH3:9])[CH2:3][CH2:4]1. The yield is 0.710. (3) The reactants are [F:1][C:2]1[CH:31]=[C:30]([N+:32]([O-])=O)[CH:29]=[CH:28][C:3]=1[O:4][C:5]1[CH:10]=[CH:9][N:8]=[C:7]2[CH:11]=[C:12]([C:14]3[N:19]=[CH:18][C:17]([CH2:20][CH2:21][N:22]4[CH2:26][CH2:25][CH2:24][C:23]4=[O:27])=[CH:16][CH:15]=3)[S:13][C:6]=12.[Cl-].[NH4+]. The catalyst is CCO.[Zn].[Fe]. The product is [NH2:32][C:30]1[CH:29]=[CH:28][C:3]([O:4][C:5]2[CH:10]=[CH:9][N:8]=[C:7]3[CH:11]=[C:12]([C:14]4[N:19]=[CH:18][C:17]([CH2:20][CH2:21][N:22]5[CH2:26][CH2:25][CH2:24][C:23]5=[O:27])=[CH:16][CH:15]=4)[S:13][C:6]=23)=[C:2]([F:1])[CH:31]=1. The yield is 0.460. (4) The reactants are [Cl:1][C:2]1[CH:33]=[C:32]([F:34])[CH:31]=[CH:30][C:3]=1[C:4]([NH:6][C:7]1[CH:8]=[C:9]([CH:14]2[C:23]([CH3:25])([CH3:24])[CH2:22][C:21]3[C:16](=[CH:17][CH:18]=[C:19]([C:26]([O:28]C)=[O:27])[CH:20]=3)[NH:15]2)[CH:10]=[CH:11][C:12]=1[F:13])=[O:5].[OH-].[Na+]. The catalyst is CO. The product is [Cl:1][C:2]1[CH:33]=[C:32]([F:34])[CH:31]=[CH:30][C:3]=1[C:4]([NH:6][C:7]1[CH:8]=[C:9]([CH:14]2[C:23]([CH3:25])([CH3:24])[CH2:22][C:21]3[C:16](=[CH:17][CH:18]=[C:19]([C:26]([OH:28])=[O:27])[CH:20]=3)[NH:15]2)[CH:10]=[CH:11][C:12]=1[F:13])=[O:5]. The yield is 0.723. (5) The reactants are [Br:1][C:2]1[CH:3]=[C:4]2[C:9](=[CH:10][CH:11]=1)[NH:8][CH2:7][CH2:6][C:5]2([CH3:13])[CH3:12].[CH:14](O)=[O:15]. No catalyst specified. The product is [Br:1][C:2]1[CH:3]=[C:4]2[C:9](=[CH:10][CH:11]=1)[N:8]([CH:14]=[O:15])[CH2:7][CH2:6][C:5]2([CH3:13])[CH3:12]. The yield is 0.900. (6) The reactants are [OH:1][CH2:2][CH2:3][NH:4][S:5]([C:8]1[CH:13]=[CH:12][C:11](B(O)O)=[CH:10][CH:9]=1)(=[O:7])=[O:6].Br[C:18]1[CH:23]=[CH:22][C:21]([O:24][CH2:25][CH:26]2[CH2:31][CH2:30][N:29]([C:32]([O:34][CH:35]([CH3:37])[CH3:36])=[O:33])[CH2:28][CH2:27]2)=[CH:20][CH:19]=1.C([O-])([O-])=O.[Na+].[Na+]. The catalyst is Cl[Pd](Cl)([P](C1C=CC=CC=1)(C1C=CC=CC=1)C1C=CC=CC=1)[P](C1C=CC=CC=1)(C1C=CC=CC=1)C1C=CC=CC=1.COCCOC. The product is [OH:1][CH2:2][CH2:3][NH:4][S:5]([C:8]1[CH:13]=[CH:12][C:11]([C:18]2[CH:19]=[CH:20][C:21]([O:24][CH2:25][CH:26]3[CH2:27][CH2:28][N:29]([C:32]([O:34][CH:35]([CH3:37])[CH3:36])=[O:33])[CH2:30][CH2:31]3)=[CH:22][CH:23]=2)=[CH:10][CH:9]=1)(=[O:7])=[O:6]. The yield is 0.260. (7) The reactants are [F:1][C:2]([F:11])([F:10])[C:3]1[CH:8]=[CH:7][CH:6]=[CH:5][C:4]=1[OH:9].C1N2CN3CN(C2)CN1C3.FC(F)(F)[C:24](O)=[O:25]. No catalyst specified. The product is [OH:9][C:4]1[CH:5]=[CH:6][C:7]([CH:24]=[O:25])=[CH:8][C:3]=1[C:2]([F:10])([F:11])[F:1]. The yield is 0.360. (8) The reactants are [Mg].II.Br[C:5]1[C:10]([O:11][CH3:12])=[CH:9][C:8]([CH2:13][O:14][CH3:15])=[CH:7][C:6]=1[O:16][CH3:17].[B:18]([O:23]C)([O:21]C)[O:19]C.[Cl-].[NH4+]. The yield is 0.890. The catalyst is O1CCCC1.CO. The product is [CH3:17][O:16][C:6]1[CH:7]=[C:8]([CH2:13][O:14][CH3:15])[CH:9]=[C:10]([O:11][CH3:12])[C:5]=1[O:19][B:18]([OH:23])[OH:21].